From a dataset of Full USPTO retrosynthesis dataset with 1.9M reactions from patents (1976-2016). Predict the reactants needed to synthesize the given product. (1) Given the product [Cl:1][C:2]1[CH:9]=[CH:8][C:5]([CH2:6][N:7]=[C:10]=[O:11])=[CH:4][CH:3]=1, predict the reactants needed to synthesize it. The reactants are: [Cl:1][C:2]1[CH:9]=[CH:8][C:5]([CH2:6][NH2:7])=[CH:4][CH:3]=1.[C:10](Cl)(Cl)=[O:11]. (2) Given the product [NH2:38][C:37]1[S:39]/[C:33](=[CH:14]\[C:11]2[CH:12]=[C:13]3[C:8](=[CH:9][CH:10]=2)[N:7]=[CH:6][C:5]([C:16]#[N:17])=[C:4]3[O:3][CH2:1][CH3:2])/[C:34](=[O:35])[N:36]=1, predict the reactants needed to synthesize it. The reactants are: [CH2:1]([O:3][C:4]1[C:13]2[C:8](=[CH:9][CH:10]=[C:11]([CH:14]=O)[CH:12]=2)[N:7]=[CH:6][C:5]=1[C:16]#[N:17])[CH3:2].COC1C=CC(/C=[C:33]2/[C:34]([NH:36][C:37]([S:39]/2)=[NH:38])=[O:35])=CC=1OC1CCCC1.C([O-])(=O)C.[Na+]. (3) Given the product [CH3:1][C:2]1[S:6][C:5]([C:7]2[CH:12]=[CH:11][CH:10]=[CH:9][CH:8]=2)=[N:4][C:3]=1[CH2:13][O:14][C:15]1[CH:22]=[CH:21][C:18]([CH:19]=[O:44])=[CH:17][N:16]=1, predict the reactants needed to synthesize it. The reactants are: [CH3:1][C:2]1[S:6][C:5]([C:7]2[CH:12]=[CH:11][CH:10]=[CH:9][CH:8]=2)=[N:4][C:3]=1[CH2:13][O:14][C:15]1[CH:22]=[CH:21][C:18]([C:19]#N)=[CH:17][N:16]=1.C1(C)C=CC=CC=1.[H-].C([Al+]CC(C)C)C(C)C.[Cl-].[NH4+].C(OCC)(=[O:44])C. (4) Given the product [CH:1]([O:4][C:5]([C:7]1[N:8]([CH:12]2[C:21]3[C:16](=[CH:17][CH:18]=[C:19]([NH:22][C:29](=[O:31])[CH3:30])[CH:20]=3)[CH2:15][CH2:14][CH2:13]2)[CH:9]=[N:10][CH:11]=1)=[O:6])([CH3:3])[CH3:2], predict the reactants needed to synthesize it. The reactants are: [CH:1]([O:4][C:5]([C:7]1[N:8]([CH:12]2[C:21]3[C:16](=[CH:17][CH:18]=[C:19]([NH2:22])[CH:20]=3)[CH2:15][CH2:14][CH2:13]2)[CH:9]=[N:10][CH:11]=1)=[O:6])([CH3:3])[CH3:2].N1C=CC=CC=1.[C:29](Cl)(=[O:31])[CH3:30]. (5) Given the product [CH3:19][O:20][N:21]=[C:7]([C:1]1[CH:6]=[CH:5][CH:4]=[CH:3][CH:2]=1)[C:9]1[CH:14]=[CH:13][C:12]([C:15]([F:18])([F:17])[F:16])=[CH:11][CH:10]=1, predict the reactants needed to synthesize it. The reactants are: [C:1]1([C:7]([C:9]2[CH:14]=[CH:13][C:12]([C:15]([F:18])([F:17])[F:16])=[CH:11][CH:10]=2)=O)[CH:6]=[CH:5][CH:4]=[CH:3][CH:2]=1.[CH3:19][O:20][NH2:21].CCOC(C)=O. (6) Given the product [C:1]([O:5][C:6]([C:8]1[C:9]([C:14]2[CH:19]=[CH:18][C:17]([CH2:20][N:21]3[C:25]([CH:26]=[O:27])=[C:24]([CH:38]=[CH2:39])[N:23]=[C:22]3[O:29][CH2:30][CH3:31])=[C:16]([F:32])[CH:15]=2)=[CH:10][CH:11]=[CH:12][CH:13]=1)=[O:7])([CH3:4])([CH3:3])[CH3:2], predict the reactants needed to synthesize it. The reactants are: [C:1]([O:5][C:6]([C:8]1[C:9]([C:14]2[CH:19]=[CH:18][C:17]([CH2:20][N:21]3[C:25]([CH:26]=[O:27])=[C:24](Br)[N:23]=[C:22]3[O:29][CH2:30][CH3:31])=[C:16]([F:32])[CH:15]=2)=[CH:10][CH:11]=[CH:12][CH:13]=1)=[O:7])([CH3:4])([CH3:3])[CH3:2].CN(C=O)C.[CH3:38][CH2:39]OC(C)=O. (7) Given the product [OH:11][CH:10]1[C:12]2([CH2:17][CH2:16][N:15]([C:18]([O:20][C:21]([CH3:24])([CH3:23])[CH3:22])=[O:19])[CH2:14][CH2:13]2)[C:25](=[O:26])[NH:8][CH:9]1[CH3:29], predict the reactants needed to synthesize it. The reactants are: C(OC([NH:8][CH:9]([CH3:29])[CH:10]([C:12]1([C:25](OC)=[O:26])[CH2:17][CH2:16][N:15]([C:18]([O:20][C:21]([CH3:24])([CH3:23])[CH3:22])=[O:19])[CH2:14][CH2:13]1)[OH:11])=O)(C)(C)C.C(O)(C(F)(F)F)=O.C([O-])([O-])=O.[K+].[K+].C([O-])(O)=O.[Na+].O(C(OC(C)(C)C)=O)C(OC(C)(C)C)=O. (8) The reactants are: [C:1]([O:5][C:6](=[O:21])[CH2:7][C@@H:8]([CH2:12][CH2:13][CH2:14][CH:15]1[CH2:20][CH2:19][CH2:18][CH2:17][CH2:16]1)[C:9]([OH:11])=O)([CH3:4])([CH3:3])[CH3:2].C(N1C=CN=C1)(N1C=CN=C1)=O.O[N:35]=[C:36]([NH2:41])[CH2:37][CH2:38][O:39][CH3:40]. Given the product [CH:15]1([CH2:14][CH2:13][CH2:12][C@@H:8]([C:9]2[O:11][N:41]=[C:36]([CH2:37][CH2:38][O:39][CH3:40])[N:35]=2)[CH2:7][C:6]([O:5][C:1]([CH3:2])([CH3:3])[CH3:4])=[O:21])[CH2:20][CH2:19][CH2:18][CH2:17][CH2:16]1, predict the reactants needed to synthesize it.